Dataset: NCI-60 drug combinations with 297,098 pairs across 59 cell lines. Task: Regression. Given two drug SMILES strings and cell line genomic features, predict the synergy score measuring deviation from expected non-interaction effect. (1) Drug 1: C1CN1P(=S)(N2CC2)N3CC3. Drug 2: CNC(=O)C1=NC=CC(=C1)OC2=CC=C(C=C2)NC(=O)NC3=CC(=C(C=C3)Cl)C(F)(F)F. Cell line: NCIH23. Synergy scores: CSS=15.0, Synergy_ZIP=-2.03, Synergy_Bliss=2.49, Synergy_Loewe=-12.4, Synergy_HSA=-2.23. (2) Drug 1: C1=CC=C(C=C1)NC(=O)CCCCCCC(=O)NO. Drug 2: COC1=C2C(=CC3=C1OC=C3)C=CC(=O)O2. Cell line: UO-31. Synergy scores: CSS=0.547, Synergy_ZIP=1.95, Synergy_Bliss=4.22, Synergy_Loewe=-2.24, Synergy_HSA=-1.37. (3) Drug 1: C1CC(C1)(C(=O)O)C(=O)O.[NH2-].[NH2-].[Pt+2]. Drug 2: CC1CCCC2(C(O2)CC(NC(=O)CC(C(C(=O)C(C1O)C)(C)C)O)C(=CC3=CSC(=N3)C)C)C. Cell line: MDA-MB-435. Synergy scores: CSS=57.1, Synergy_ZIP=0.801, Synergy_Bliss=-1.17, Synergy_Loewe=-34.3, Synergy_HSA=-1.08. (4) Drug 2: C1CC(=O)NC(=O)C1N2C(=O)C3=CC=CC=C3C2=O. Synergy scores: CSS=24.7, Synergy_ZIP=-5.68, Synergy_Bliss=1.92, Synergy_Loewe=-27.0, Synergy_HSA=0.901. Cell line: RXF 393. Drug 1: COC1=CC(=CC(=C1O)OC)C2C3C(COC3=O)C(C4=CC5=C(C=C24)OCO5)OC6C(C(C7C(O6)COC(O7)C8=CC=CS8)O)O.